This data is from Catalyst prediction with 721,799 reactions and 888 catalyst types from USPTO. The task is: Predict which catalyst facilitates the given reaction. Reactant: [CH:1]1[C:6](=[O:7])[C:5]([OH:8])=[CH:4][O:3][C:2]=1[CH2:9][OH:10].[Cl:11][C:12]1[CH:19]=[CH:18][C:15]([CH2:16]Br)=[CH:14][CH:13]=1.[OH-].[Na+]. Product: [Cl:11][C:12]1[CH:19]=[CH:18][C:15]([CH2:16][O:8][C:5]2[C:6](=[O:7])[CH:1]=[C:2]([CH2:9][OH:10])[O:3][CH:4]=2)=[CH:14][CH:13]=1. The catalyst class is: 24.